The task is: Predict the reactants needed to synthesize the given product.. This data is from Full USPTO retrosynthesis dataset with 1.9M reactions from patents (1976-2016). (1) Given the product [Br:17][C:18]1[CH:32]=[CH:31][C:21]([C:22]([NH:24][CH:25]([Cl:14])[C:26]([Cl:29])([Cl:28])[Cl:27])=[O:23])=[CH:20][CH:19]=1, predict the reactants needed to synthesize it. The reactants are: BrC1C=CC(C(N)=O)=CC=1.O=CC(Cl)(Cl)[Cl:14].[Br:17][C:18]1[CH:32]=[CH:31][C:21]([C:22]([NH:24][CH:25](O)[C:26]([Cl:29])([Cl:28])[Cl:27])=[O:23])=[CH:20][CH:19]=1.P(Cl)(Cl)(Cl)(Cl)Cl. (2) Given the product [S:22]([C:24]1[CH:25]=[CH:26][C:27]([NH:30][C:7]([C:6]2[CH:5]=[C:4]([CH3:10])[N:3]([C:11]3[CH:16]=[CH:15][C:14]([F:17])=[CH:13][C:12]=3[C:18]([F:21])([F:20])[F:19])[C:2]=2[CH3:1])=[O:8])=[CH:28][CH:29]=1)(=[O:23])(=[O:31])[NH2:32], predict the reactants needed to synthesize it. The reactants are: [CH3:1][C:2]1[N:3]([C:11]2[CH:16]=[CH:15][C:14]([F:17])=[CH:13][C:12]=2[C:18]([F:21])([F:20])[F:19])[C:4]([CH3:10])=[CH:5][C:6]=1[C:7](Cl)=[O:8].[S:22]([NH2:32])(=[O:31])([C:24]1[CH:29]=[CH:28][C:27]([NH2:30])=[CH:26][CH:25]=1)=[O:23].C(N(C(C)C)CC)(C)C. (3) Given the product [C:1]([O:5][C:6]([CH2:7][C:8]1[O:9][C:10]([C:13]([OH:15])=[O:14])=[CH:11][CH:12]=1)=[O:18])([CH3:4])([CH3:2])[CH3:3], predict the reactants needed to synthesize it. The reactants are: [C:1]([O:5][C:6](=[O:18])[CH2:7][C:8]1[O:9][C:10]([C:13]([O:15]CC)=[O:14])=[CH:11][CH:12]=1)([CH3:4])([CH3:3])[CH3:2].Cl.